Dataset: Orexin1 receptor HTS with 218,158 compounds and 233 confirmed actives. Task: Binary Classification. Given a drug SMILES string, predict its activity (active/inactive) in a high-throughput screening assay against a specified biological target. (1) The compound is O=C1N(CC(C1)C(=O)Nc1c2c(oc1C(=O)N)cccc2)c1ccccc1. The result is 0 (inactive). (2) The drug is S=C(NNC1=c2c(=NC1=O)cccc2)Nc1ccc(O)cc1. The result is 1 (active). (3) The compound is S=C(N1CCN(CC1)C\C=C\c1ccccc1)Nc1c(F)cccc1. The result is 0 (inactive). (4) The drug is O1CCN(CC1)C(=O)c1c2c(ccc1OCC)cccc2. The result is 0 (inactive). (5) The molecule is O=C(Nc1c([N+]([O-])=O)cccc1)C[n+]1ccccc1. The result is 0 (inactive). (6) The drug is O=C1CCn2c([nH]c3c2cccc3)=C1C(=O)Nc1ccc(cc1)c1ccccc1. The result is 0 (inactive). (7) The compound is O1c2c(NC(=O)C1)cc(cc2)C(=O)COC(=O)c1ncccc1. The result is 0 (inactive).